Dataset: Catalyst prediction with 721,799 reactions and 888 catalyst types from USPTO. Task: Predict which catalyst facilitates the given reaction. (1) Reactant: [CH3:1][Si:2]([CH3:9])([CH3:8])N[Si:2]([CH3:9])([CH3:8])[CH3:1].C([Li])CCC.[Li+].C[Si]([N-][Si](C)(C)C)(C)C.C[Si](Cl)(C)C.[CH2:30]([Si:32]([O:37][C:38](=[O:48])[CH2:39][O:40][Si:41]([CH2:46][CH3:47])([CH2:44][CH3:45])[CH2:42][CH3:43])([CH2:35][CH3:36])[CH2:33][CH3:34])[CH3:31]. Product: [CH2:30]([Si:32]([CH2:33][CH3:34])([CH2:35][CH3:36])[O:37][C:38]([O:48][Si:2]([CH3:9])([CH3:8])[CH3:1])=[CH:39][O:40][Si:41]([CH2:42][CH3:43])([CH2:44][CH3:45])[CH2:46][CH3:47])[CH3:31]. The catalyst class is: 57. (2) The catalyst class is: 15. Reactant: C(C1C=[CH:7][C:6]([N:9]2[C:14](=[O:15])[C:13]3[CH:16]=[CH:17][CH:18]=[N:19][C:12]=3[N:11]=[C:10]2/[CH:20]=[CH:21]/[C:22]2[CH:27]=[CH:26]C(O)=[CH:24][CH:23]=2)=[CH:5]C=1)#C.C([O-])(O)=O.[Na+]. Product: [CH3:7][C:6]1([CH3:5])[NH:11][C:12]2[N:19]=[CH:18][CH:17]=[CH:16][C:13]=2[C:14](=[O:15])[N:9]1[C:10]1[CH:20]=[CH:21][C:22]([C:27]#[CH:26])=[CH:23][CH:24]=1. (3) Reactant: [Br:1][C:2]1[N:7]=[C:6]([C:8](O)([CH3:10])[CH3:9])[C:5]([F:12])=[CH:4][CH:3]=1.CS(OS(C)(=O)=O)(=O)=O.C(N(CC)CC)C. Product: [Br:1][C:2]1[N:7]=[C:6]([C:8]([CH3:10])=[CH2:9])[C:5]([F:12])=[CH:4][CH:3]=1. The catalyst class is: 4. (4) Reactant: [CH3:1][C:2]1[CH:7]=[CH:6][C:5]([C:8]2[CH:13]=[C:12]([C:14](=[O:24])[NH:15][CH2:16][C:17]3[CH:18]=[N:19][C:20]([CH3:23])=[N:21][CH:22]=3)[CH:11]=[C:10]([C:25]([O:27]CC)=[O:26])[CH:9]=2)=[CH:4][CH:3]=1.[OH-].[Li+].C1COCC1. Product: [CH3:1][C:2]1[CH:7]=[CH:6][C:5]([C:8]2[CH:13]=[C:12]([C:14](=[O:24])[NH:15][CH2:16][C:17]3[CH:22]=[N:21][C:20]([CH3:23])=[N:19][CH:18]=3)[CH:11]=[C:10]([C:25]([OH:27])=[O:26])[CH:9]=2)=[CH:4][CH:3]=1. The catalyst class is: 6. (5) Reactant: [CH3:1][C:2]1[O:6][N:5]=[C:4]([C:7]2[CH:12]=[CH:11][CH:10]=[C:9]([C:13]([F:16])([F:15])[F:14])[CH:8]=2)[C:3]=1[C:17]([OH:19])=O.Cl.C(N=C=NCCCN(C)C)C.[F:32][C:33]1[CH:38]=[CH:37][CH:36]=[CH:35][C:34]=1[N:39]1[CH2:44][CH2:43][NH:42][CH2:41][CH2:40]1. Product: [F:32][C:33]1[CH:38]=[CH:37][CH:36]=[CH:35][C:34]=1[N:39]1[CH2:44][CH2:43][N:42]([C:17]([C:3]2[C:4]([C:7]3[CH:12]=[CH:11][CH:10]=[C:9]([C:13]([F:14])([F:15])[F:16])[CH:8]=3)=[N:5][O:6][C:2]=2[CH3:1])=[O:19])[CH2:41][CH2:40]1. The catalyst class is: 4. (6) Reactant: [C:1]([O:7][CH3:8])(=[O:6])[CH2:2][C:3]([CH3:5])=[O:4].[CH3:9][CH2:10][CH2:11]C(=O)CCC.[H-].[Na+].[CH2:19]([Li])[CH2:20][CH2:21]C. Product: [CH2:9]([C:8]1([CH2:19][CH2:20][CH3:21])[O:7][C:1](=[O:6])[CH2:2][C:3](=[O:4])[CH2:5]1)[CH2:10][CH3:11]. The catalyst class is: 1.